This data is from Forward reaction prediction with 1.9M reactions from USPTO patents (1976-2016). The task is: Predict the product of the given reaction. (1) Given the reactants C1CCN2C(=NCCC2)CC1.[Cl:12][C:13]1[CH:23]=[C:22]([Cl:24])[CH:21]=[CH:20][C:14]=1[CH:15]=[CH:16][N+]([O-])=O.[N+:25]([CH2:27][C:28]([O:30][CH2:31][C:32]1[CH:37]=[CH:36][CH:35]=[CH:34][CH:33]=1)=[O:29])#[C-:26], predict the reaction product. The product is: [Cl:12][C:13]1[CH:23]=[C:22]([Cl:24])[CH:21]=[CH:20][C:14]=1[C:15]1[CH:16]=[CH:26][NH:25][C:27]=1[C:28]([O:30][CH2:31][C:32]1[CH:37]=[CH:36][CH:35]=[CH:34][CH:33]=1)=[O:29]. (2) The product is: [CH3:17][C:11]1([CH3:16])[O:10][B:9]([C:20]2[CH:21]=[CH:22][C:23]([N:26]3[CH2:31][CH2:30][CH:29]([C:32]([O:34][CH2:35][CH3:36])=[O:33])[CH2:28][CH2:27]3)=[CH:24][CH:25]=2)[O:13][C:12]1([CH3:14])[CH3:15]. Given the reactants [CH3:16][C:11]1([CH3:17])[C:12]([CH3:15])([CH3:14])[O:13][B:9]([B:9]2[O:13][C:12]([CH3:15])([CH3:14])[C:11]([CH3:17])([CH3:16])[O:10]2)[O:10]1.N[C:20]1[CH:25]=[CH:24][C:23]([N:26]2[CH2:31][CH2:30][CH:29]([C:32]([O:34][CH2:35][CH3:36])=[O:33])[CH2:28][CH2:27]2)=[CH:22][CH:21]=1.CCOC(C)=O, predict the reaction product. (3) Given the reactants [CH:1]([C:9]1[NH:13][C:12]2[CH:14]=[CH:15][CH:16]=[CH:17][C:11]=2[N:10]=1)=[CH:2][C:3]1[CH:8]=[CH:7][CH:6]=[CH:5][CH:4]=1.F[C:19]1[CH:24]=[C:23]([CH3:25])[CH:22]=[CH:21][N:20]=1.N1C=CC=CC=1N1C2C=CC=CC=2N=C1/C=C/C1C=CC=CC=1.[ClH:49], predict the reaction product. The product is: [ClH:49].[CH3:25][C:23]1[CH:22]=[CH:21][N:20]=[C:19]([N:13]2[C:12]3[CH:14]=[CH:15][CH:16]=[CH:17][C:11]=3[N:10]=[C:9]2/[CH:1]=[CH:2]/[C:3]2[CH:4]=[CH:5][CH:6]=[CH:7][CH:8]=2)[CH:24]=1. (4) Given the reactants [Cl:1][C:2]1[CH:3]=[C:4]([C:9]2[N:13]([CH2:14][CH2:15][CH3:16])[C:12]3[CH:17]=[CH:18][CH:19]=[CH:20][C:11]=3[N:10]=2)[CH:5]=[N:6][C:7]=1Cl.[CH3:21][O:22][C:23]1[CH:28]=[CH:27][C:26]([NH2:29])=[CH:25][CH:24]=1.C1C=CC(P(C2C(C3C(P(C4C=CC=CC=4)C4C=CC=CC=4)=CC=C4C=3C=CC=C4)=C3C(C=CC=C3)=CC=2)C2C=CC=CC=2)=CC=1.C([O-])([O-])=O.[K+].[K+], predict the reaction product. The product is: [Cl:1][C:2]1[C:7]([NH:29][C:26]2[CH:27]=[CH:28][C:23]([O:22][CH3:21])=[CH:24][CH:25]=2)=[N:6][CH:5]=[C:4]([C:9]2[N:13]([CH2:14][CH2:15][CH3:16])[C:12]3[CH:17]=[CH:18][CH:19]=[CH:20][C:11]=3[N:10]=2)[CH:3]=1.